This data is from Full USPTO retrosynthesis dataset with 1.9M reactions from patents (1976-2016). The task is: Predict the reactants needed to synthesize the given product. (1) Given the product [C:15]([O:14][C:12]([N:9]1[CH2:8][CH2:7][C:6]([O:19][CH3:23])([C:4]([OH:3])=[O:5])[CH2:11][CH2:10]1)=[O:13])([CH3:16])([CH3:17])[CH3:18], predict the reactants needed to synthesize it. The reactants are: C([O:3][C:4]([C:6]1([OH:19])[CH2:11][CH2:10][N:9]([C:12]([O:14][C:15]([CH3:18])([CH3:17])[CH3:16])=[O:13])[CH2:8][CH2:7]1)=[O:5])C.[H-].[Na+].I[CH3:23].O[Li].O. (2) Given the product [Cl:48][C:49]1[CH:57]=[CH:56][CH:55]=[CH:54][C:50]=1[C:51]([NH:41][C@H:40]([C:42]([OH:44])=[O:43])[CH2:39][C:38]1[CH:46]=[CH:47][C:35]([O:34][CH2:33][CH2:32][CH2:31][NH:30][C:25]2[CH:26]=[CH:27][CH:28]=[CH:29][N:24]=2)=[CH:36][CH:37]=1)=[O:52], predict the reactants needed to synthesize it. The reactants are: CN(C(ON1N=NC2C=CC=CC1=2)=[N+](C)C)C.[B-](F)(F)(F)F.Cl.[N:24]1[CH:29]=[CH:28][CH:27]=[CH:26][C:25]=1[NH:30][CH2:31][CH2:32][CH2:33][O:34][C:35]1[CH:47]=[CH:46][C:38]([CH2:39][C@@H:40]([C:42]([O:44]C)=[O:43])[NH2:41])=[CH:37][CH:36]=1.[Cl:48][C:49]1[CH:57]=[CH:56][CH:55]=[CH:54][C:50]=1[C:51](O)=[O:52].CN1CCOCC1.[Li+].[OH-]. (3) Given the product [CH2:15]([N:11]1[CH2:10][CH:9]2[CH2:14][CH:12]1[CH2:13][N:8]2[C:7]1[CH:6]=[CH:5][C:4]([C:22]2[CH:27]=[CH:26][CH:25]=[CH:24][C:23]=2[C:28]2[NH:32][N:31]=[N:30][N:29]=2)=[CH:3][C:2]=1[NH2:1])[C:16]1[CH:21]=[CH:20][CH:19]=[CH:18][CH:17]=1, predict the reactants needed to synthesize it. The reactants are: [NH2:1][C:2]1[CH:3]=[C:4]([C:22]2[C:23]([C:28]#[N:29])=[CH:24][CH:25]=[CH:26][CH:27]=2)[CH:5]=[CH:6][C:7]=1[N:8]1[CH2:13][CH:12]2[CH2:14][CH:9]1[CH2:10][N:11]2[CH2:15][C:16]1[CH:21]=[CH:20][CH:19]=[CH:18][CH:17]=1.[N:30]([Sn](CCCC)(CCCC)CCCC)=[N+:31]=[N-:32].